From a dataset of Forward reaction prediction with 1.9M reactions from USPTO patents (1976-2016). Predict the product of the given reaction. (1) Given the reactants C(OC(=O)[NH:7][C@H:8]([C:10]1[N:14]([CH2:15][C:16]2[CH:21]=[CH:20][CH:19]=[CH:18][CH:17]=2)[C:13]2[CH:22]=[C:23]([F:26])[CH:24]=[CH:25][C:12]=2[N:11]=1)[CH3:9])(C)(C)C.C(O)(C(F)(F)F)=O, predict the reaction product. The product is: [NH3:7].[CH2:15]([N:14]1[C:13]2[CH:22]=[C:23]([F:26])[CH:24]=[CH:25][C:12]=2[N:11]=[C:10]1[C@@H:8]([NH2:7])[CH3:9])[C:16]1[CH:17]=[CH:18][CH:19]=[CH:20][CH:21]=1. (2) Given the reactants [NH2:1][CH:2]1[CH2:5][N:4]([C:6]([C:8]2[CH:9]=[C:10]([CH:23]=[CH:24][C:25]=2[F:26])[CH2:11][C:12]2[C:21]3[C:16](=[CH:17][CH:18]=[CH:19][CH:20]=3)[C:15](=[O:22])[NH:14][N:13]=2)=[O:7])[CH2:3]1.[CH:27](=O)[CH2:28][CH2:29][CH2:30][CH3:31].C(O[BH-](OC(=O)C)OC(=O)C)(=O)C.[Na+], predict the reaction product. The product is: [F:26][C:25]1[CH:24]=[CH:23][C:10]([CH2:11][C:12]2[C:21]3[C:16](=[CH:17][CH:18]=[CH:19][CH:20]=3)[C:15](=[O:22])[NH:14][N:13]=2)=[CH:9][C:8]=1[C:6]([N:4]1[CH2:3][CH:2]([NH:1][CH2:27][CH2:28][CH2:29][CH2:30][CH3:31])[CH2:5]1)=[O:7]. (3) Given the reactants [O:1]1[CH2:6][CH2:5][N:4]([C:7]2[N:12]3[N:13]=[CH:14][CH:15]=[C:11]3[N:10]=[C:9]([NH2:16])[CH:8]=2)[CH2:3][CH2:2]1.[CH:17]1([C:20](O)=[O:21])[CH2:19][CH2:18]1.CN(C(ON1N=NC2C=CC=NC1=2)=[N+](C)C)C.F[P-](F)(F)(F)(F)F.CCN(C(C)C)C(C)C, predict the reaction product. The product is: [O:1]1[CH2:6][CH2:5][N:4]([C:7]2[N:12]3[N:13]=[CH:14][CH:15]=[C:11]3[N:10]=[C:9]([NH:16][C:20]([CH:17]3[CH2:19][CH2:18]3)=[O:21])[CH:8]=2)[CH2:3][CH2:2]1. (4) Given the reactants C([Si](CC)(CC)[C:4]1[NH:12][C:7]2=[N:8][CH:9]=[CH:10][CH:11]=[C:6]2[C:5]=1[CH2:13][CH2:14][OH:15])C.CCCC[N+](CCCC)(CCCC)CCCC.[F-], predict the reaction product. The product is: [NH:12]1[C:7]2=[N:8][CH:9]=[CH:10][CH:11]=[C:6]2[C:5]([CH2:13][CH2:14][OH:15])=[CH:4]1.